Dataset: Full USPTO retrosynthesis dataset with 1.9M reactions from patents (1976-2016). Task: Predict the reactants needed to synthesize the given product. (1) Given the product [NH2:1][C:2]1[CH:3]=[C:4]([CH:36]=[CH:37][CH:38]=1)[CH:5]=[CH:6][C:7]1[CH:8]=[N:9][C:10]([NH:13][C:14]2[CH:15]=[CH:16][C:17]([S:20]([CH:23]3[CH2:24][CH2:25][NH:26][CH2:27][CH2:28]3)(=[O:22])=[O:21])=[CH:18][CH:19]=2)=[N:11][CH:12]=1, predict the reactants needed to synthesize it. The reactants are: [NH2:1][C:2]1[CH:3]=[C:4]([CH:36]=[CH:37][CH:38]=1)[CH:5]=[CH:6][C:7]1[CH:8]=[N:9][C:10]([NH:13][C:14]2[CH:19]=[CH:18][C:17]([S:20]([CH:23]3[CH2:28][CH2:27][N:26](C(OC(C)(C)C)=O)[CH2:25][CH2:24]3)(=[O:22])=[O:21])=[CH:16][CH:15]=2)=[N:11][CH:12]=1.B(Br)(Br)Br.C([O-])(O)=O.[Na+]. (2) Given the product [Br:9][C:5]1[C:6]([C:7]#[N:8])=[C:2]([C:29]2[CH:28]=[CH:27][N:26]=[C:25]([NH:24][C:23](=[O:35])[O:22][CH3:21])[CH:30]=2)[S:3][C:4]=1[C:10]1[N:14]=[CH:13][N:12]([CH:15]2[CH2:20][CH2:19][CH2:18][CH2:17][O:16]2)[N:11]=1, predict the reactants needed to synthesize it. The reactants are: Br[C:2]1[S:3][C:4]([C:10]2[N:14]=[CH:13][N:12]([CH:15]3[CH2:20][CH2:19][CH2:18][CH2:17][O:16]3)[N:11]=2)=[C:5]([Br:9])[C:6]=1[C:7]#[N:8].[CH3:21][O:22][C:23](=[O:35])[NH:24][C:25]1[CH:30]=[C:29]([Sn](C)(C)C)[CH:28]=[CH:27][N:26]=1.[Cl-].[Li+]. (3) Given the product [CH2:1]([O:3][C:4](=[O:19])[C:5]([O:8][C:9]1[CH:14]=[CH:13][C:12]([NH2:15])=[C:11]([F:18])[CH:10]=1)([CH3:7])[CH3:6])[CH3:2], predict the reactants needed to synthesize it. The reactants are: [CH2:1]([O:3][C:4](=[O:19])[C:5]([O:8][C:9]1[CH:14]=[CH:13][C:12]([N+:15]([O-])=O)=[C:11]([F:18])[CH:10]=1)([CH3:7])[CH3:6])[CH3:2].[H][H].C(OCC)(=O)C. (4) Given the product [C:37]([C:27]1[CH:35]=[CH:34][C:30]([C:31]([NH:22][C:17]2[CH:18]=[C:19]([F:21])[CH:20]=[C:15]([C:14]3[C:9]4[CH:8]=[C:7]([C:4]5[CH2:5][CH2:6][S:1][CH2:2][CH:3]=5)[NH:24][C:10]=4[N:11]=[CH:12][N:13]=3)[C:16]=2[CH3:23])=[O:32])=[CH:29][CH:28]=1)([CH3:40])([CH3:39])[CH3:38], predict the reactants needed to synthesize it. The reactants are: [S:1]1[CH2:6][CH:5]=[C:4]([C:7]2[NH:24][C:10]3[N:11]=[CH:12][N:13]=[C:14]([C:15]4[C:16]([CH3:23])=[C:17]([NH2:22])[CH:18]=[C:19]([F:21])[CH:20]=4)[C:9]=3[CH:8]=2)[CH2:3][CH2:2]1.CN(C)[C:27]1[CH:35]=[CH:34][C:30]([C:31](Cl)=[O:32])=[CH:29][CH:28]=1.[C:37](C1C=CC=CC=1C(Cl)=O)([CH3:40])([CH3:39])[CH3:38]. (5) Given the product [CH2:9]([C:7]1[N:8]=[C:3]([O:2][CH3:1])[C:4]([NH2:11])=[N:5][CH:6]=1)[CH3:10], predict the reactants needed to synthesize it. The reactants are: [CH3:1][O:2][C:3]1[C:4]([NH2:11])=[N:5][CH:6]=[C:7]([CH:9]=[CH2:10])[N:8]=1. (6) Given the product [C:15]1([CH2:14][N:12]2[C:11]3[CH:10]=[CH:9][CH:8]=[CH:7][C:6]=3[C:5]3[C:13]2=[CH:1][CH:2]=[CH:3][CH:4]=3)[CH:20]=[CH:19][CH:18]=[CH:17][CH:16]=1, predict the reactants needed to synthesize it. The reactants are: [CH:1]1[C:13]2[NH:12][C:11]3[C:6](=[CH:7][CH:8]=[CH:9][CH:10]=3)[C:5]=2[CH:4]=[CH:3][CH:2]=1.[CH2:14](Br)[C:15]1[CH:20]=[CH:19][CH:18]=[CH:17][CH:16]=1. (7) The reactants are: [CH2:1]([C:3]1[CH:4]=[C:5]([C:9]2[C:14]([F:15])=[CH:13][CH:12]=[CH:11][C:10]=2[C:16]([OH:31])([C@@H:25]2[CH2:30][CH2:29][CH2:28][NH:27][CH2:26]2)[CH2:17][CH2:18][CH2:19][NH:20][C:21](=[O:24])[O:22][CH3:23])[CH:6]=[CH:7][CH:8]=1)[CH3:2].[N+:32]([C:35]1[CH:40]=[CH:39][CH:38]=[CH:37][C:36]=1[S:41]([N:44]1[CH2:49][CH2:48][O:47][CH:46]([CH2:50][C:51]([O-])=[O:52])[CH2:45]1)(=[O:43])=[O:42])([O-:34])=[O:33].[Li+].C(N(C(C)C)C(C)C)C.CN(C(ON1N=NC2C=CC=CC1=2)=[N+](C)C)C.F[P-](F)(F)(F)(F)F. Given the product [CH2:1]([C:3]1[CH:4]=[C:5]([C:9]2[C:14]([F:15])=[CH:13][CH:12]=[CH:11][C:10]=2[C:16]([OH:31])([C@@H:25]2[CH2:30][CH2:29][CH2:28][N:27]([C:51](=[O:52])[CH2:50][CH:46]3[O:47][CH2:48][CH2:49][N:44]([S:41]([C:36]4[CH:37]=[CH:38][CH:39]=[CH:40][C:35]=4[N+:32]([O-:34])=[O:33])(=[O:42])=[O:43])[CH2:45]3)[CH2:26]2)[CH2:17][CH2:18][CH2:19][NH:20][C:21](=[O:24])[O:22][CH3:23])[CH:6]=[CH:7][CH:8]=1)[CH3:2], predict the reactants needed to synthesize it.